Dataset: Catalyst prediction with 721,799 reactions and 888 catalyst types from USPTO. Task: Predict which catalyst facilitates the given reaction. (1) Reactant: [CH2:1]([O:5][C:6]1[NH:7][C:8]([NH2:17])=[C:9]2[C:13]([N:14]=1)=[N:12][C:11]([O:15][CH3:16])=[N:10]2)[CH2:2][CH2:3][CH3:4].[CH2:18]([N:20]1[CH2:25][CH2:24][CH:23]([CH2:26]O)[CH2:22][CH2:21]1)[CH3:19].C(P(CCCC)CCCC)CCC.N(C(N1CCCCC1)=O)=NC(N1CCCCC1)=O. Product: [CH2:1]([O:5][C:6]1[N:14]=[C:13]2[C:9]([N:10]=[C:11]([O:15][CH3:16])[N:12]2[CH2:26][CH:23]2[CH2:24][CH2:25][N:20]([CH2:18][CH3:19])[CH2:21][CH2:22]2)=[C:8]([NH2:17])[N:7]=1)[CH2:2][CH2:3][CH3:4]. The catalyst class is: 1. (2) Reactant: [CH2:1]([C:4]1[S:28][C:7]2[N:8]=[C:9]([C:25]([OH:27])=O)[N:10]=[C:11]([N:12]3[CH2:17][CH2:16][N:15]4[C:18]([C:21]([F:24])([F:23])[F:22])=[N:19][N:20]=[C:14]4[CH2:13]3)[C:6]=2[CH:5]=1)[CH2:2][CH3:3].[NH2:29][C:30]1[CH:35]=[CH:34][CH:33]=[CH:32][CH:31]=1.CN(C(ON1N=NC2C=CC=NC1=2)=[N+](C)C)C.F[P-](F)(F)(F)(F)F.C(N(CC)CC)C. Product: [C:30]1([NH:29][C:25]([C:9]2[N:10]=[C:11]([N:12]3[CH2:17][CH2:16][N:15]4[C:18]([C:21]([F:24])([F:22])[F:23])=[N:19][N:20]=[C:14]4[CH2:13]3)[C:6]3[CH:5]=[C:4]([CH2:1][CH2:2][CH3:3])[S:28][C:7]=3[N:8]=2)=[O:27])[CH:35]=[CH:34][CH:33]=[CH:32][CH:31]=1. The catalyst class is: 9.